The task is: Regression. Given two drug SMILES strings and cell line genomic features, predict the synergy score measuring deviation from expected non-interaction effect.. This data is from Merck oncology drug combination screen with 23,052 pairs across 39 cell lines. (1) Drug 1: O=S1(=O)NC2(CN1CC(F)(F)F)C1CCC2Cc2cc(C=CCN3CCC(C(F)(F)F)CC3)ccc2C1. Drug 2: O=C(NOCC(O)CO)c1ccc(F)c(F)c1Nc1ccc(I)cc1F. Cell line: DLD1. Synergy scores: synergy=10.4. (2) Drug 1: COc1cccc2c1C(=O)c1c(O)c3c(c(O)c1C2=O)CC(O)(C(=O)CO)CC3OC1CC(N)C(O)C(C)O1. Drug 2: NC(=O)c1cccc2cn(-c3ccc(C4CCCNC4)cc3)nc12. Cell line: MSTO. Synergy scores: synergy=-7.55. (3) Drug 1: N#Cc1ccc(Cn2cncc2CN2CCN(c3cccc(Cl)c3)C(=O)C2)cc1. Drug 2: C=CCn1c(=O)c2cnc(Nc3ccc(N4CCN(C)CC4)cc3)nc2n1-c1cccc(C(C)(C)O)n1. Cell line: CAOV3. Synergy scores: synergy=15.3. (4) Drug 1: CS(=O)(=O)CCNCc1ccc(-c2ccc3ncnc(Nc4ccc(OCc5cccc(F)c5)c(Cl)c4)c3c2)o1. Drug 2: NC1CCCCC1N.O=C(O)C(=O)O.[Pt+2]. Cell line: NCIH1650. Synergy scores: synergy=-5.83. (5) Drug 1: CC1CC2C3CCC4=CC(=O)C=CC4(C)C3(F)C(O)CC2(C)C1(O)C(=O)CO. Drug 2: O=C(O)C1(Cc2cccc(Nc3nccs3)n2)CCC(Oc2cccc(Cl)c2F)CC1. Cell line: UWB1289. Synergy scores: synergy=-2.33. (6) Drug 1: O=C(CCCCCCC(=O)Nc1ccccc1)NO. Drug 2: Cc1nc(Nc2ncc(C(=O)Nc3c(C)cccc3Cl)s2)cc(N2CCN(CCO)CC2)n1. Cell line: NCIH23. Synergy scores: synergy=-2.17. (7) Drug 1: O=c1[nH]cc(F)c(=O)[nH]1. Drug 2: CS(=O)(=O)CCNCc1ccc(-c2ccc3ncnc(Nc4ccc(OCc5cccc(F)c5)c(Cl)c4)c3c2)o1. Cell line: A2780. Synergy scores: synergy=8.01. (8) Drug 1: O=C(O)C1(Cc2cccc(Nc3nccs3)n2)CCC(Oc2cccc(Cl)c2F)CC1. Drug 2: CCc1cnn2c(NCc3ccc[n+]([O-])c3)cc(N3CCCCC3CCO)nc12. Cell line: COLO320DM. Synergy scores: synergy=-66.7. (9) Drug 1: O=S1(=O)NC2(CN1CC(F)(F)F)C1CCC2Cc2cc(C=CCN3CCC(C(F)(F)F)CC3)ccc2C1. Drug 2: O=C(NOCC(O)CO)c1ccc(F)c(F)c1Nc1ccc(I)cc1F. Cell line: NCIH2122. Synergy scores: synergy=13.6. (10) Drug 1: CC1(c2nc3c(C(N)=O)cccc3[nH]2)CCCN1. Drug 2: Cn1cc(-c2cnn3c(N)c(Br)c(C4CCCNC4)nc23)cn1. Cell line: MDAMB436. Synergy scores: synergy=9.03.